This data is from Full USPTO retrosynthesis dataset with 1.9M reactions from patents (1976-2016). The task is: Predict the reactants needed to synthesize the given product. (1) Given the product [OH:2][C:3]1[CH:4]=[CH:5][C:6]2[O:10][C:9]([C:11]3[CH:19]=[CH:18][C:14]([C:15]([NH2:17])=[O:16])=[CH:13][N:12]=3)=[CH:8][C:7]=2[CH:20]=1, predict the reactants needed to synthesize it. The reactants are: C[O:2][C:3]1[CH:4]=[CH:5][C:6]2[O:10][C:9]([C:11]3[CH:19]=[CH:18][C:14]([C:15]([NH2:17])=[O:16])=[CH:13][N:12]=3)=[CH:8][C:7]=2[CH:20]=1.C(Cl)Cl.B(Br)(Br)Br.C([O-])(O)=O.[Na+]. (2) Given the product [CH3:27][C:28]([NH:29][C:15]([C:5]1[CH:4]=[N:3][C:2]([Br:1])=[C:7]([C:8]2[CH:13]=[CH:12][CH:11]=[C:10]([Cl:14])[CH:9]=2)[N:6]=1)=[O:17])([C:30]1[N:34]=[C:33]([CH3:35])[O:32][N:31]=1)[CH3:36], predict the reactants needed to synthesize it. The reactants are: [Br:1][C:2]1[N:3]=[CH:4][C:5]([C:15]([OH:17])=O)=[N:6][C:7]=1[C:8]1[CH:13]=[CH:12][CH:11]=[C:10]([Cl:14])[CH:9]=1.ClC(N(C)C)=C(C)C.Cl.[CH3:27][C:28]([CH3:36])([C:30]1[N:34]=[C:33]([CH3:35])[O:32][N:31]=1)[NH2:29].C(N(C(C)C)C(C)C)C. (3) The reactants are: Cl[CH:2]([CH:7]([CH3:12])[CH2:8][CH:9]([CH3:11])[CH3:10])[CH2:3][N+:4]([O-:6])=[O:5].C(N(CC)CC)C.[S:20]1[CH2:25][CH:24]([OH:26])[S:20][CH2:25][CH:24]1[OH:26]. Given the product [CH3:10][CH:9]([CH3:11])[CH2:8][CH:7]([CH:2]1[S:20][CH2:25][CH:24]([OH:26])[CH:3]1[N+:4]([O-:6])=[O:5])[CH3:12], predict the reactants needed to synthesize it. (4) Given the product [F:12][C:13]([F:24])([F:23])[C:14]([NH:9][C:6]1[CH:5]=[CH:4][C:3]([S:1](=[O:10])(=[O:2])[NH2:11])=[CH:8][CH:7]=1)=[O:15], predict the reactants needed to synthesize it. The reactants are: [S:1]([NH2:11])(=[O:10])([C:3]1[CH:8]=[CH:7][C:6]([NH2:9])=[CH:5][CH:4]=1)=[O:2].[F:12][C:13]([F:24])([F:23])[C:14](O[C:14](=[O:15])[C:13]([F:24])([F:23])[F:12])=[O:15].